From a dataset of Peptide-MHC class I binding affinity with 185,985 pairs from IEDB/IMGT. Regression. Given a peptide amino acid sequence and an MHC pseudo amino acid sequence, predict their binding affinity value. This is MHC class I binding data. (1) The peptide sequence is VTTQRQSVY. The MHC is HLA-B44:02 with pseudo-sequence HLA-B44:02. The binding affinity (normalized) is 0.213. (2) The peptide sequence is AYISSEATTPF. The MHC is Mamu-B17 with pseudo-sequence Mamu-B17. The binding affinity (normalized) is 0.